The task is: Predict the product of the given reaction.. This data is from Forward reaction prediction with 1.9M reactions from USPTO patents (1976-2016). (1) Given the reactants [N:1]([CH:4]([CH3:28])[CH2:5][O:6][C:7]1[C:8]([CH3:27])=[C:9]2[N:14]([CH:15]=1)[N:13]=[CH:12][N:11]=[C:10]2[O:16][C:17]1[C:18]([F:26])=[C:19]2[CH:25]=[CH:24][NH:23][C:20]2=[N:21][CH:22]=1)=[N+]=[N-].[H][H], predict the reaction product. The product is: [F:26][C:18]1[C:17]([O:16][C:10]2[C:9]3=[C:8]([CH3:27])[C:7]([O:6][CH2:5][C@H:4]([NH2:1])[CH3:28])=[CH:15][N:14]3[N:13]=[CH:12][N:11]=2)=[CH:22][N:21]=[C:20]2[NH:23][CH:24]=[CH:25][C:19]=12. (2) Given the reactants [CH3:1][O:2][CH2:3][CH2:4][O:5][C:6]1[CH:30]=[CH:29][C:9]([C:10]([NH:12][C:13]2[S:17][C:16]([NH:18][C:19]3[CH:24]=[CH:23][N:22]=[C:21]([F:25])[CH:20]=3)=[N:15][C:14]=2[C:26]([NH2:28])=[O:27])=[O:11])=[CH:8][C:7]=1[N+:31]([O-])=O, predict the reaction product. The product is: [NH2:31][C:7]1[CH:8]=[C:9]([CH:29]=[CH:30][C:6]=1[O:5][CH2:4][CH2:3][O:2][CH3:1])[C:10]([NH:12][C:13]1[S:17][C:16]([NH:18][C:19]2[CH:24]=[CH:23][N:22]=[C:21]([F:25])[CH:20]=2)=[N:15][C:14]=1[C:26]([NH2:28])=[O:27])=[O:11]. (3) Given the reactants [CH2:1]([O:3][C:4]1[CH:5]=[C:6]([C:13]([O:21]C)(OC)[CH2:14][CH2:15][C:16]([O-:18])=O)[CH:7]=[CH:8][C:9]=1[O:10][CH2:11][CH3:12])[CH3:2].[K+].ClC1C=C(Cl)C=C(Cl)C=1C(Cl)=O.[NH2:36][C:37]1[S:41][C:40]([C:42]([O:44][CH2:45][CH3:46])=[O:43])=[C:39]([C:47]2[CH:52]=[CH:51][CH:50]=[CH:49][CH:48]=2)[CH:38]=1.Cl, predict the reaction product. The product is: [CH2:1]([O:3][C:4]1[CH:5]=[C:6]([C:13](=[O:21])[CH2:14][CH2:15][C:16]([NH:36][C:37]2[S:41][C:40]([C:42]([O:44][CH2:45][CH3:46])=[O:43])=[C:39]([C:47]3[CH:52]=[CH:51][CH:50]=[CH:49][CH:48]=3)[CH:38]=2)=[O:18])[CH:7]=[CH:8][C:9]=1[O:10][CH2:11][CH3:12])[CH3:2].